Dataset: Catalyst prediction with 721,799 reactions and 888 catalyst types from USPTO. Task: Predict which catalyst facilitates the given reaction. (1) Reactant: [F:1][C:2]([F:11])([F:10])[C:3]1[CH:8]=[CH:7][C:6](Br)=[CH:5][CH:4]=1.P([O-])([O-])([O-])=[O:13].[K+].[K+].[K+].[C:20]1(P([C:20]2[CH:25]=[CH:24][CH:23]=[CH:22][CH:21]=2)[C:20]2[CH:25]=[CH:24][CH:23]=[CH:22][CH:21]=2)[CH:25]=[CH:24][CH:23]=[CH:22][CH:21]=1. Product: [F:1][C:2]([F:11])([F:10])[C:3]1[CH:8]=[CH:7][C:6]([C:21]2[CH:22]=[CH:23][CH:24]=[CH:25][C:20]=2[OH:13])=[CH:5][CH:4]=1. The catalyst class is: 167. (2) Reactant: [NH2:1][C:2]1[CH:21]=[CH:20][C:5]([O:6][C:7]2[CH:12]=[CH:11][N:10]=[C:9]([NH2:13])[C:8]=2[NH:14][C:15](=[O:19])[O:16][CH2:17][CH3:18])=[CH:4][CH:3]=1.[H-].[Na+].[CH3:24]I. Product: [NH2:1][C:2]1[CH:3]=[CH:4][C:5]([O:6][C:7]2[CH:12]=[CH:11][N:10]=[C:9]([NH2:13])[C:8]=2[N:14]([CH3:24])[C:15](=[O:19])[O:16][CH2:17][CH3:18])=[CH:20][CH:21]=1. The catalyst class is: 1. (3) Product: [N:1]1[CH:6]=[CH:5][CH:4]=[CH:3][C:2]=1[C:7]1[O:8][C:9]2[CH2:14][N:13]([C:16]3[CH:17]=[C:18]([CH:21]=[CH:22][CH:23]=3)[C:19]#[N:20])[CH2:12][C:10]=2[N:11]=1. Reactant: [N:1]1[CH:6]=[CH:5][CH:4]=[CH:3][C:2]=1[C:7]1[O:8][C:9]2[CH2:14][NH:13][CH2:12][C:10]=2[N:11]=1.Br[C:16]1[CH:17]=[C:18]([CH:21]=[CH:22][CH:23]=1)[C:19]#[N:20].CC1(C)C2C(=C(P(C3C=CC=CC=3)C3C=CC=CC=3)C=CC=2)OC2C(P(C3C=CC=CC=3)C3C=CC=CC=3)=CC=CC1=2.C([O-])([O-])=O.[Cs+].[Cs+]. The catalyst class is: 222. (4) Reactant: Cl[C:2]1[C:3]2[C:10]([C:11]3[CH:16]=[CH:15][C:14]([O:17][CH3:18])=[CH:13][CH:12]=3)=[CH:9][O:8][C:4]=2[N:5]=[CH:6][N:7]=1.Cl.[CH3:20][O:21][C:22](=[O:29])[CH2:23][CH2:24][CH2:25][CH2:26][CH2:27][NH2:28].C(=O)([O-])[O-].[K+].[K+]. Product: [CH3:20][O:21][C:22](=[O:29])[CH2:23][CH2:24][CH2:25][CH2:26][CH2:27][NH:28][C:2]1[C:3]2[C:10]([C:11]3[CH:16]=[CH:15][C:14]([O:17][CH3:18])=[CH:13][CH:12]=3)=[CH:9][O:8][C:4]=2[N:5]=[CH:6][N:7]=1. The catalyst class is: 10. (5) Reactant: [CH:1]1([NH2:7])[CH2:6][CH2:5][CH2:4][CH2:3][CH2:2]1.C([O:10][C:11]([C:13]1[C:14](=[O:23])[NH:15][C:16]2[C:20]([C:21]=1[OH:22])=[CH:19][S:18][CH:17]=2)=O)C. Product: [CH:1]1([NH:7][C:11]([C:13]2[C:14](=[O:23])[NH:15][C:16]3[C:20]([C:21]=2[OH:22])=[CH:19][S:18][CH:17]=3)=[O:10])[CH2:6][CH2:5][CH2:4][CH2:3][CH2:2]1. The catalyst class is: 11. (6) Reactant: [N+]([C:4]1[CH:9]=[C:8]([C:10]([F:13])([F:12])[F:11])[CH:7]=[CH:6][C:5]=1[CH2:14][C:15]#[N:16])([O-])=O.O.C(O)(=O)C. Product: [F:13][C:10]([F:11])([F:12])[C:8]1[CH:9]=[C:4]2[C:5]([CH:14]=[CH:15][NH:16]2)=[CH:6][CH:7]=1. The catalyst class is: 50. (7) Reactant: Cl[C:2]1[CH:7]=[C:6]([O:8][CH2:9][CH2:10][CH2:11][CH:12]2[CH2:17][CH2:16][N:15]([CH3:18])[CH2:14][CH2:13]2)[N:5]=[CH:4][C:3]=1[C:19]1[NH:23]C2C=CC(F)=C(C)C=2N=1.[CH3:30][O-:31].[Na+]. Product: [CH3:30][O:31][C:2]1[C:3]([C:19]#[N:23])=[CH:4][N:5]=[C:6]([O:8][CH2:9][CH2:10][CH2:11][CH:12]2[CH2:17][CH2:16][N:15]([CH3:18])[CH2:14][CH2:13]2)[CH:7]=1. The catalyst class is: 5. (8) Reactant: [C:1]([O:5][C:6](=[O:31])[N:7]([C@H:24]1[CH2:29][CH2:28][C@H](N)[CH2:26][CH2:25]1)[C:8]1[CH:13]=[C:12]([CH2:14][CH2:15][CH:16]=O)[CH:11]=[CH:10][C:9]=1[C:18]1[CH:23]=[CH:22][CH:21]=[CH:20][CH:19]=1)([CH3:4])([CH3:3])[CH3:2].CN.C[CH2:35][N:36](C(C)C)C(C)C.[C:43]([BH3-])#[N:44].[Na+]. Product: [C:1]([O:5][C:6](=[O:31])[N:7]([C@H:24]1[CH2:25][CH2:26][C@H:43]([NH2:44])[CH2:28][CH2:29]1)[C:8]1[CH:13]=[C:12]([CH2:14][CH2:15][CH2:16][NH:36][CH3:35])[CH:11]=[CH:10][C:9]=1[C:18]1[CH:23]=[CH:22][CH:21]=[CH:20][CH:19]=1)([CH3:3])([CH3:2])[CH3:4]. The catalyst class is: 254.